This data is from Full USPTO retrosynthesis dataset with 1.9M reactions from patents (1976-2016). The task is: Predict the reactants needed to synthesize the given product. The reactants are: [C:1]1([NH:7][C:8]2[CH:16]=[CH:15][CH:14]=[CH:13][C:9]=2[C:10]([OH:12])=O)[CH:6]=[CH:5][CH:4]=[CH:3][CH:2]=1.[C:17](OC(=O)C)(=[O:19])[CH3:18]. Given the product [C:1]1([N:7]2[C:8]3[C:9](=[CH:13][CH:14]=[CH:15][CH:16]=3)[C:10](=[O:12])[CH2:18][C:17]2=[O:19])[CH:2]=[CH:3][CH:4]=[CH:5][CH:6]=1, predict the reactants needed to synthesize it.